This data is from Full USPTO retrosynthesis dataset with 1.9M reactions from patents (1976-2016). The task is: Predict the reactants needed to synthesize the given product. Given the product [CH2:23]([N:17]([C:16]([O:15][C:11]([CH3:14])([CH3:13])[CH3:12])=[O:30])[CH2:18][CH2:19][CH2:20][CH:21]=[O:22])[C:24]1[CH:29]=[CH:28][CH:27]=[CH:26][CH:25]=1, predict the reactants needed to synthesize it. The reactants are: C(Cl)(=O)C(Cl)=O.CS(C)=O.[C:11]([O:15][C:16](=[O:30])[N:17]([CH2:23][C:24]1[CH:29]=[CH:28][CH:27]=[CH:26][CH:25]=1)[CH2:18][CH2:19][CH2:20][CH2:21][OH:22])([CH3:14])([CH3:13])[CH3:12].